This data is from Catalyst prediction with 721,799 reactions and 888 catalyst types from USPTO. The task is: Predict which catalyst facilitates the given reaction. (1) Reactant: [CH:1]([O:4][C:5]1[CH:10]=[CH:9][C:8]([CH2:11][CH2:12][C:13](OCC)=[O:14])=[C:7]([O:18][C:19]2[CH:24]=[CH:23][C:22]([C:25]([F:28])([F:27])[F:26])=[CH:21][N:20]=2)[CH:6]=1)([CH3:3])[CH3:2].[H-].[Al+3].[Li+].[H-].[H-].[H-].O.O.O.O.O.O.O.O.O.O.S([O-])([O-])(=O)=O.[Na+].[Na+]. Product: [CH:1]([O:4][C:5]1[CH:10]=[CH:9][C:8]([CH2:11][CH2:12][CH2:13][OH:14])=[C:7]([O:18][C:19]2[CH:24]=[CH:23][C:22]([C:25]([F:28])([F:26])[F:27])=[CH:21][N:20]=2)[CH:6]=1)([CH3:3])[CH3:2]. The catalyst class is: 7. (2) Reactant: O.ON1C2C=CC=CC=2N=N1.[Cl:12][C:13]1[S:17][C:16]([C:18]([OH:20])=O)=[CH:15][CH:14]=1.Cl.CN(C)CCCN=C=NCC.CN1CCOCC1.[O:40]=[C:41]1[CH2:46][O:45][CH2:44][CH2:43][N:42]1[C:47]1[CH:52]=[CH:51][C:50]([NH:53][C:54]([CH:56]2[CH2:60][CH2:59][CH2:58][NH:57]2)=[O:55])=[CH:49][CH:48]=1. Product: [O:40]=[C:41]1[CH2:46][O:45][CH2:44][CH2:43][N:42]1[C:47]1[CH:48]=[CH:49][C:50]([NH:53][C:54]([C@H:56]2[CH2:60][CH2:59][CH2:58][N:57]2[C:18]([C:16]2[S:17][C:13]([Cl:12])=[CH:14][CH:15]=2)=[O:20])=[O:55])=[CH:51][CH:52]=1. The catalyst class is: 9. (3) Reactant: [CH:1]12[O:8][CH:5]([CH2:6][CH2:7]1)[CH2:4][N:3]([C:9]([C:11]1[S:12][CH:13]=[C:14](Br)[N:15]=1)=[O:10])[CH2:2]2.C(O)C.[Cl:20][C:21]1[CH:26]=[CH:25][C:24](B(O)O)=[CH:23][CH:22]=1.C(=O)([O-])[O-].[K+].[K+]. Product: [CH:1]12[O:8][CH:5]([CH2:6][CH2:7]1)[CH2:4][N:3]([C:9]([C:11]1[S:12][CH:13]=[C:14]([C:24]3[CH:25]=[CH:26][C:21]([Cl:20])=[CH:22][CH:23]=3)[N:15]=1)=[O:10])[CH2:2]2. The catalyst class is: 109. (4) Reactant: CCN(C(C)C)C(C)C.FC(F)(F)C1C=CC=CC=1[C:18]1[NH:22][N:21]=[C:20]([C:23](O)=[O:24])[CH:19]=1.C1C=CC2N(O)N=NC=2C=1.CCN=C=NCCCN(C)C.Cl.[NH2:50][CH2:51][C:52]([N:54]1[CH2:59][CH2:58][N:57]([C:60](=[O:72])[C:61]2[CH:66]=[C:65]([F:67])[CH:64]=[CH:63][C:62]=2[C:68]([F:71])([F:70])[F:69])[CH2:56][CH2:55]1)=[O:53]. Product: [F:67][C:65]1[CH:64]=[CH:63][C:62]([C:68]([F:69])([F:71])[F:70])=[C:61]([CH:66]=1)[C:60]([N:57]1[CH2:56][CH2:55][N:54]([C:52](=[O:53])[CH2:51][NH:50][C:23]([C:20]2[CH:19]=[CH:18][NH:22][N:21]=2)=[O:24])[CH2:59][CH2:58]1)=[O:72]. The catalyst class is: 18. (5) Reactant: [Cl:1][C:2]1[CH:15]=[CH:14][C:5]([CH2:6][NH:7]C(=O)C(F)(F)F)=[CH:4][C:3]=1[C:16]1[NH:20][C:19](=[O:21])[N:18]([CH:22]2[CH2:27][CH2:26][C:25]([CH3:29])([CH3:28])[CH2:24][CH2:23]2)[N:17]=1.[OH-].[K+].O. Product: [NH2:7][CH2:6][C:5]1[CH:14]=[CH:15][C:2]([Cl:1])=[C:3]([C:16]2[NH:20][C:19](=[O:21])[N:18]([CH:22]3[CH2:23][CH2:24][C:25]([CH3:28])([CH3:29])[CH2:26][CH2:27]3)[N:17]=2)[CH:4]=1. The catalyst class is: 1. (6) Reactant: C([O:4][CH2:5][CH2:6][CH2:7][C:8]1[CH:13]=[CH:12][CH:11]=[C:10]([C:14]2[C:23]3[CH2:22][CH2:21][C@H:20]4[C@H:24]([CH3:31])[C:25](=[O:30])[CH:26]([C:28]#[N:29])[CH2:27][C@:19]4([C:32]4[CH:37]=[CH:36][CH:35]=[CH:34][CH:33]=4)[C:18]=3[N:17]=[C:16]([CH3:38])[N:15]=2)[CH:9]=1)(=O)C.C[O-].[Na+]. Product: [OH:4][CH2:5][CH2:6][CH2:7][C:8]1[CH:9]=[C:10]([C:14]2[C:23]3[CH2:22][CH2:21][C@H:20]4[C@H:24]([CH3:31])[C:25](=[O:30])[CH:26]([C:28]#[N:29])[CH2:27][C@:19]4([C:32]4[CH:33]=[CH:34][CH:35]=[CH:36][CH:37]=4)[C:18]=3[N:17]=[C:16]([CH3:38])[N:15]=2)[CH:11]=[CH:12][CH:13]=1. The catalyst class is: 125.